Task: Predict the reactants needed to synthesize the given product.. Dataset: Full USPTO retrosynthesis dataset with 1.9M reactions from patents (1976-2016) (1) The reactants are: Br[C:2]1[CH:3]=[C:4]2[C:8](=[CH:9][CH:10]=1)[NH:7][N:6]=[C:5]2[F:11].B1(B2OC(C)(C)C(C)(C)O2)OC(C)(C)C(C)(C)O1.C(P(C12CC3CC(CC(C3)C1)C2)C12CC3CC(CC(C3)C1)C2)CCC.C([O-])(=O)C.[K+].Br[C:61]1[CH:62]=[C:63]([NH:67][C@H:68]([C:75]2[CH:80]=[CH:79][CH:78]=[CH:77][CH:76]=2)[CH2:69][NH:70][C:71](=[O:74])[CH2:72][CH3:73])[CH:64]=[N:65][CH:66]=1.C(=O)([O-])[O-].[K+].[K+]. Given the product [F:11][C:5]1[C:4]2[C:8](=[CH:9][CH:10]=[C:2]([C:61]3[CH:62]=[C:63]([NH:67][C@H:68]([C:75]4[CH:80]=[CH:79][CH:78]=[CH:77][CH:76]=4)[CH2:69][NH:70][C:71](=[O:74])[CH2:72][CH3:73])[CH:64]=[N:65][CH:66]=3)[CH:3]=2)[NH:7][N:6]=1, predict the reactants needed to synthesize it. (2) Given the product [CH3:14][N:15]1[C:4](=[O:6])[C:3]2[C:2](=[CH:10][C:9]([NH:11][S:34]([CH3:33])(=[O:36])=[O:35])=[CH:8][CH:7]=2)[N:1]=[C:29]1[C:28]1[CH:31]=[CH:32][C:25]([O:24][CH2:23][CH2:22][CH2:21][N:16]2[CH2:20][CH2:19][CH2:18][CH2:17]2)=[CH:26][CH:27]=1, predict the reactants needed to synthesize it. The reactants are: [NH2:1][C:2]1[CH:10]=[C:9]([N+:11]([O-])=O)[CH:8]=[CH:7][C:3]=1[C:4]([OH:6])=O.[CH3:14][NH2:15].[N:16]1([CH2:21][CH2:22][CH2:23][O:24][C:25]2[CH:32]=[CH:31][C:28]([CH:29]=O)=[CH:27][CH:26]=2)[CH2:20][CH2:19][CH2:18][CH2:17]1.[CH3:33][S:34](Cl)(=[O:36])=[O:35].